From a dataset of Full USPTO retrosynthesis dataset with 1.9M reactions from patents (1976-2016). Predict the reactants needed to synthesize the given product. (1) Given the product [CH2:1]([NH:8][N:9]1[C:21]2[C:20]3[CH:19]=[CH:18][CH:17]=[CH:16][C:15]=3[N+:14]([O-:34])=[CH:13][C:12]=2[N:11]=[C:10]1[CH2:22][O:23][CH2:24][CH3:25])[C:2]1[CH:3]=[CH:4][CH:5]=[CH:6][CH:7]=1, predict the reactants needed to synthesize it. The reactants are: [CH2:1]([NH:8][N:9]1[C:21]2[C:20]3[CH:19]=[CH:18][CH:17]=[CH:16][C:15]=3[N:14]=[CH:13][C:12]=2[N:11]=[C:10]1[CH2:22][O:23][CH2:24][CH3:25])[C:2]1[CH:7]=[CH:6][CH:5]=[CH:4][CH:3]=1.C1C=C(Cl)C=C(C(OO)=[O:34])C=1. (2) Given the product [C:1]([O:20][C@H:24]([C@@H:22]([CH2:21][OH:28])[O:23][C:1](=[O:19])[CH2:2][CH2:3][CH2:4][CH2:37][CH2:38][CH2:39][CH2:40]/[CH:41]=[CH:36]\[CH2:46][CH2:30][CH2:31][CH2:32][CH2:33][CH2:34][CH2:29][CH3:35])[CH2:26][OH:27])(=[O:19])[CH2:2][CH2:3][CH2:4][CH2:5][CH2:6][CH2:7][CH2:8]/[CH:9]=[CH:10]\[CH2:11][CH2:12][CH2:13][CH2:14][CH2:15][CH2:16][CH2:17][CH3:18], predict the reactants needed to synthesize it. The reactants are: [C:1]([OH:20])(=[O:19])[CH2:2][CH2:3][CH2:4][CH2:5][CH2:6][CH2:7][CH2:8]/[CH:9]=[CH:10]\[CH2:11][CH2:12][CH2:13][CH2:14][CH2:15][CH2:16][CH2:17][CH3:18].[CH2:21]([OH:28])[C@@H:22]([C@@H:24]([CH2:26][OH:27])O)[OH:23].[C:29]1([CH3:35])[CH:34]=[CH:33][CH:32]=[CH:31][CH:30]=1.[C:36]1([CH3:46])[CH:41]=[CH:40][C:39](S(O)(=O)=O)=[CH:38][CH:37]=1. (3) The reactants are: Cl[C:2]1[C:7]([CH:8]=[O:9])=[CH:6][N:5]=[C:4]2[NH:10][CH:11]=[CH:12][C:3]=12.[CH:13]1([NH2:19])[CH2:18][CH2:17][CH2:16][CH2:15][CH2:14]1.O. Given the product [CH:13]1([NH:19][C:2]2[C:7]([CH:8]=[O:9])=[CH:6][N:5]=[C:4]3[NH:10][CH:11]=[CH:12][C:3]=23)[CH2:18][CH2:17][CH2:16][CH2:15][CH2:14]1, predict the reactants needed to synthesize it. (4) Given the product [Cl:1][C:2]1[CH:26]=[C:25]([Cl:27])[C:24]([O:28][CH3:29])=[CH:23][C:3]=1[NH:4][C:5]1[C:14]2[C:9](=[CH:10][C:11]([O:22][CH2:43][CH:40]3[CH2:41][CH2:42][N:37]([C:35]([O:34][C:30]([CH3:31])([CH3:33])[CH3:32])=[O:36])[CH2:38][CH2:39]3)=[CH:12][C:13]=2[O:15][CH:16]2[CH2:21][CH2:20][O:19][CH2:18][CH2:17]2)[N:8]=[CH:7][N:6]=1, predict the reactants needed to synthesize it. The reactants are: [Cl:1][C:2]1[CH:26]=[C:25]([Cl:27])[C:24]([O:28][CH3:29])=[CH:23][C:3]=1[NH:4][C:5]1[C:14]2[C:9](=[CH:10][C:11]([OH:22])=[CH:12][C:13]=2[O:15][CH:16]2[CH2:21][CH2:20][O:19][CH2:18][CH2:17]2)[N:8]=[CH:7][N:6]=1.[C:30]([O:34][C:35]([N:37]1[CH2:42][CH2:41][CH:40]([CH2:43]O)[CH2:39][CH2:38]1)=[O:36])([CH3:33])([CH3:32])[CH3:31].